This data is from Full USPTO retrosynthesis dataset with 1.9M reactions from patents (1976-2016). The task is: Predict the reactants needed to synthesize the given product. (1) Given the product [CH3:22][C:23]([S@@:26](/[N:28]=[CH:20]/[C:18]1[N:19]=[C:14]2[CH:13]=[CH:12][N:11]([S:1]([C:4]3[CH:10]=[CH:9][C:7]([CH3:8])=[CH:6][CH:5]=3)(=[O:3])=[O:2])[C:15]2=[N:16][CH:17]=1)=[O:27])([CH3:25])[CH3:24], predict the reactants needed to synthesize it. The reactants are: [S:1]([N:11]1[C:15]2=[N:16][CH:17]=[C:18]([CH:20]=O)[N:19]=[C:14]2[CH:13]=[CH:12]1)([C:4]1[CH:10]=[CH:9][C:7]([CH3:8])=[CH:6][CH:5]=1)(=[O:3])=[O:2].[CH3:22][C:23]([S@@:26]([NH2:28])=[O:27])([CH3:25])[CH3:24]. (2) Given the product [F:1][C:2]1[CH:7]=[C:6]([O:8][CH:13]2[CH2:14][CH2:15][CH2:16][CH2:17][O:12]2)[CH:5]=[CH:4][C:3]=1[C:9](=[O:11])[CH3:10], predict the reactants needed to synthesize it. The reactants are: [F:1][C:2]1[CH:7]=[C:6]([OH:8])[CH:5]=[CH:4][C:3]=1[C:9](=[O:11])[CH3:10].[O:12]1[CH:17]=[CH:16][CH2:15][CH2:14][CH2:13]1.C1(C)C=CC(S([O-])(=O)=O)=CC=1.[NH+]1C=CC=CC=1. (3) Given the product [C:3]1([C:9]2([C:10]#[N:11])[CH2:15][CH2:14][CH2:13]2)[CH:8]=[CH:7][CH:6]=[CH:5][CH:4]=1, predict the reactants needed to synthesize it. The reactants are: [H-].[Na+].[C:3]1([CH2:9][C:10]#[N:11])[CH:8]=[CH:7][CH:6]=[CH:5][CH:4]=1.Br[CH2:13][CH2:14][CH2:15]Br.O. (4) Given the product [Br:55][C:10]1[C:11]2[C:16](=[CH:15][CH:14]=[C:13]([S:19][C:20]3[CH:25]=[CH:24][CH:23]=[CH:22][CH:21]=3)[CH:12]=2)[C:17]([OH:18])=[C:8]([C:6]([OH:5])=[O:7])[N:9]=1, predict the reactants needed to synthesize it. The reactants are: C([O:5][C:6]([C:8]1[N:9]=[C:10](O)[C:11]2[C:16]([C:17]=1[OH:18])=[CH:15][CH:14]=[C:13]([S:19][C:20]1[CH:25]=[CH:24][CH:23]=[CH:22][CH:21]=1)[CH:12]=2)=[O:7])CCC.C(OC(C1N=C(O)C2C(C=1O)=CC=C(OC1CCCCC1)C=2)=O)CCC.P(Br)(Br)([Br:55])=O. (5) Given the product [F:20][C:17]1[S:16][C:15]([C:13]2[N:14]=[C:9]([O:24][C:25]3[CH:26]=[CH:27][C:28]([CH2:31][C:32]([O:34][CH3:35])=[O:33])=[CH:29][CH:30]=3)[C:10]3[CH2:23][S:22][CH2:21][C:11]=3[N:12]=2)=[CH:19][CH:18]=1, predict the reactants needed to synthesize it. The reactants are: [Cl-].N1C=CC=NC=1.Cl[C:9]1[C:10]2[CH2:23][S:22][CH2:21][C:11]=2[N:12]=[C:13]([C:15]2[S:16][C:17]([F:20])=[CH:18][CH:19]=2)[N:14]=1.[OH:24][C:25]1[CH:30]=[CH:29][C:28]([CH2:31][C:32]([O:34][CH3:35])=[O:33])=[CH:27][CH:26]=1.C(=O)([O-])[O-].[K+].[K+]. (6) Given the product [OH:13][C@H:11]1[CH2:12][N:8]([C:6]([O:5][C:1]([CH3:2])([CH3:3])[CH3:4])=[O:7])[C@H:9]([C:14](=[O:16])[NH:29][CH2:28][C:25]2[CH:24]=[CH:23][C:22]([C:21]3[O:17][CH:18]=[N:19][CH:20]=3)=[CH:27][CH:26]=2)[CH2:10]1, predict the reactants needed to synthesize it. The reactants are: [C:1]([O:5][C:6]([N:8]1[CH2:12][C@H:11]([OH:13])[CH2:10][C@H:9]1[C:14]([OH:16])=O)=[O:7])([CH3:4])([CH3:3])[CH3:2].[O:17]1[C:21]([C:22]2[CH:27]=[CH:26][C:25]([CH2:28][NH2:29])=[CH:24][CH:23]=2)=[CH:20][N:19]=[CH:18]1.CCN(C(C)C)C(C)C.CN(C(ON1N=NC2C=CC=NC1=2)=[N+](C)C)C.F[P-](F)(F)(F)(F)F. (7) Given the product [Br:24][C:25]1[N:26]=[CH:27][N:28]([C:17]2[CH:18]=[CH:19][C:14]3[N:15]([CH:21]=[C:12]([NH:11][C:9](=[O:10])[C:8]4[CH:22]=[CH:23][C:5]([C:1]([CH3:4])([CH3:3])[CH3:2])=[CH:6][CH:7]=4)[N:13]=3)[N:16]=2)[CH:29]=1, predict the reactants needed to synthesize it. The reactants are: [C:1]([C:5]1[CH:23]=[CH:22][C:8]([C:9]([NH:11][C:12]2[N:13]=[C:14]3[CH:19]=[CH:18][C:17](Cl)=[N:16][N:15]3[CH:21]=2)=[O:10])=[CH:7][CH:6]=1)([CH3:4])([CH3:3])[CH3:2].[Br:24][C:25]1[N:26]=[CH:27][NH:28][CH:29]=1.C(=O)([O-])[O-].[K+].[K+]. (8) Given the product [ClH:1].[F:2][C:3]1[CH:23]=[C:22]([C:24]2[CH:32]=[C:31]3[C:27]([CH:28]=[N:29][N:30]3[CH3:33])=[CH:26][CH:25]=2)[CH:21]=[C:20]([F:34])[C:4]=1[C:5]([N:7]1[CH2:8][CH2:9][NH:10][CH2:11][CH2:12]1)=[O:6], predict the reactants needed to synthesize it. The reactants are: [ClH:1].[F:2][C:3]1[CH:23]=[C:22]([C:24]2[CH:32]=[C:31]3[C:27]([CH:28]=[N:29][N:30]3[CH3:33])=[CH:26][CH:25]=2)[CH:21]=[C:20]([F:34])[C:4]=1[C:5]([N:7]1[CH2:12][CH2:11][N:10](C(OC(C)(C)C)=O)[CH2:9][CH2:8]1)=[O:6].CCOCC. (9) Given the product [CH3:1][C:2]1[N:3]([C:7]2[CH:8]=[CH:9][C:10]([NH:13][C:14]3[N:16]=[C:31]([CH:32]([C:34]4[CH:35]=[CH:36][CH:37]=[CH:38][CH:39]=4)[CH3:33])[C:19]4[CH2:20][N:21]([C:24]([O:26][C:27]([CH3:28])([CH3:29])[CH3:30])=[O:25])[CH2:22][CH2:23][C:18]=4[N:15]=3)=[CH:11][CH:12]=2)[CH:4]=[CH:5][N:6]=1, predict the reactants needed to synthesize it. The reactants are: [CH3:1][C:2]1[N:3]([C:7]2[CH:12]=[CH:11][C:10]([NH:13][C:14]([NH2:16])=[NH:15])=[CH:9][CH:8]=2)[CH:4]=[CH:5][N:6]=1.O=[C:18]1[CH2:23][CH2:22][N:21]([C:24]([O:26][C:27]([CH3:30])([CH3:29])[CH3:28])=[O:25])[CH2:20][CH:19]1[C:31](=O)[CH:32]([C:34]1[CH:39]=[CH:38][CH:37]=[CH:36][CH:35]=1)[CH3:33].[O-]CC.[Na+]. (10) Given the product [F:1][C:2]([F:35])([F:34])[C:3]1[CH:4]=[C:5]([C:13]([CH3:33])([CH3:32])[C:14]([N:16]([CH3:17])[C:18]2[CH:19]=[N:20][C:21]([N:41]3[CH2:40][CH2:39][N:38]4[C:42](=[O:45])[CH2:43][CH2:44][C@H:37]4[CH2:36]3)=[CH:22][C:23]=2[C:24]2[CH:29]=[CH:28][CH:27]=[CH:26][C:25]=2[CH3:30])=[O:15])[CH:6]=[C:7]([C:9]([F:12])([F:11])[F:10])[CH:8]=1, predict the reactants needed to synthesize it. The reactants are: [F:1][C:2]([F:35])([F:34])[C:3]1[CH:4]=[C:5]([C:13]([CH3:33])([CH3:32])[C:14]([N:16]([C:18]2[CH:19]=[N:20][C:21](Cl)=[CH:22][C:23]=2[C:24]2[CH:29]=[CH:28][CH:27]=[CH:26][C:25]=2[CH3:30])[CH3:17])=[O:15])[CH:6]=[C:7]([C:9]([F:12])([F:11])[F:10])[CH:8]=1.[CH2:36]1[NH:41][CH2:40][CH2:39][N:38]2[C:42](=[O:45])[CH2:43][CH2:44][C@@H:37]12.C(=O)([O-])[O-].[K+].[K+].[NH4+].[Cl-].